This data is from CYP2C19 inhibition data for predicting drug metabolism from PubChem BioAssay. The task is: Regression/Classification. Given a drug SMILES string, predict its absorption, distribution, metabolism, or excretion properties. Task type varies by dataset: regression for continuous measurements (e.g., permeability, clearance, half-life) or binary classification for categorical outcomes (e.g., BBB penetration, CYP inhibition). Dataset: cyp2c19_veith. (1) The drug is COC(=O)CNC(=O)CN1C(=O)N(c2ccc(Cl)cc2)C(N(O)C(=O)Nc2ccc(Cl)cc2)C1(C)C. The result is 1 (inhibitor). (2) The molecule is CCCCC1CCC(c2nc(-c3ccccn3)no2)CC1. The result is 1 (inhibitor). (3) The compound is Cc1cc(NC(=O)c2c([N+](=O)[O-])cnn2C)no1. The result is 0 (non-inhibitor). (4) The compound is CN(C)c1ncc2nc(-c3cc(F)cc(F)c3)c(=O)n(Cc3ccc(F)cc3)c2n1. The result is 0 (non-inhibitor). (5) The drug is O=C(O)/C=C\C(=O)Nc1ncn[nH]1. The result is 0 (non-inhibitor).